Dataset: Forward reaction prediction with 1.9M reactions from USPTO patents (1976-2016). Task: Predict the product of the given reaction. (1) Given the reactants [F:1][C:2]([F:17])([F:16])[CH:3]1[C:12]2[C:7](=[CH:8][CH:9]=[CH:10][CH:11]=2)[N:6]([CH2:13][CH2:14][NH2:15])[CH2:5][CH2:4]1.C=O.[C:20](O)(C(F)(F)F)=O.[OH-].[Na+], predict the reaction product. The product is: [F:17][C:2]([F:16])([F:1])[CH:3]1[C:12]2[C:7]3=[C:8]([CH2:20][NH:15][CH2:14][CH2:13][N:6]3[CH2:5][CH2:4]1)[CH:9]=[CH:10][CH:11]=2. (2) Given the reactants C[O:2][C:3](=[O:17])[C:4]1[CH:9]=[C:8]([C:10]([F:13])([F:12])[F:11])[CH:7]=[C:6]([NH:14][CH2:15][CH3:16])[CH:5]=1.[OH-].[Na+], predict the reaction product. The product is: [CH2:15]([NH:14][C:6]1[CH:5]=[C:4]([CH:9]=[C:8]([C:10]([F:11])([F:12])[F:13])[CH:7]=1)[C:3]([OH:17])=[O:2])[CH3:16]. (3) Given the reactants [NH2:1][C:2]1[CH:22]=[C:21]([Cl:23])[C:5]2[O:6][C:7]3[C:16]([CH3:17])=[CH:15][C:14]([C:18]([OH:20])=[O:19])=[CH:13][C:8]=3[S:9](=[O:12])(=[O:11])[CH2:10][C:4]=2[CH:3]=1.[CH3:24][O-].[Na+].C=O.[BH4-].[Na+].[OH-].[K+], predict the reaction product. The product is: [Cl:23][C:21]1[C:5]2[O:6][C:7]3[C:16]([CH3:17])=[CH:15][C:14]([C:18]([OH:20])=[O:19])=[CH:13][C:8]=3[S:9](=[O:11])(=[O:12])[CH2:10][C:4]=2[CH:3]=[C:2]([NH:1][CH3:24])[CH:22]=1. (4) Given the reactants [Br:1][C:2]1[CH:3]=[CH:4][C:5]([OH:11])=[C:6]([C:8](=[O:10])[CH3:9])[CH:7]=1.[CH3:12][C:13]1[N:14]=[C:15]([CH:18]=O)[S:16][CH:17]=1.[OH-].[K+], predict the reaction product. The product is: [Br:1][C:2]1[CH:3]=[CH:4][C:5]([OH:11])=[C:6]([C:8](=[O:10])/[CH:9]=[CH:18]/[C:15]2[S:16][CH:17]=[C:13]([CH3:12])[N:14]=2)[CH:7]=1. (5) Given the reactants [CH3:1][O:2][N:3]([CH3:19])[C:4]1[N:9]=[C:8]([NH:10][CH2:11][CH2:12][C:13]#[CH:14])[N:7]=[C:6]([NH:15][CH2:16][CH2:17][CH3:18])[N:5]=1.[ClH:20].C(OCC)C.Cl.CON(C)C1N=C(NC(C)C#C)N=C(NCCC)N=1, predict the reaction product. The product is: [ClH:20].[CH3:1][O:2][N:3]([CH3:19])[C:4]1[N:9]=[C:8]([NH:10][CH2:11][CH2:12][C:13]#[CH:14])[N:7]=[C:6]([NH:15][CH2:16][CH2:17][CH3:18])[N:5]=1.